From a dataset of Forward reaction prediction with 1.9M reactions from USPTO patents (1976-2016). Predict the product of the given reaction. (1) Given the reactants O.[OH-].[Li+].[CH3:4][C:5]1[CH:6]=[CH:7][C:8]([C:11]2[N:15]([C:16]3[N:21]=[CH:20][CH:19]=[CH:18][N:17]=3)[N:14]=[C:13]([C:22]([O:24]CC)=[O:23])[CH:12]=2)=[N:9][CH:10]=1.Cl.CO, predict the reaction product. The product is: [CH3:4][C:5]1[CH:6]=[CH:7][C:8]([C:11]2[N:15]([C:16]3[N:21]=[CH:20][CH:19]=[CH:18][N:17]=3)[N:14]=[C:13]([C:22]([OH:24])=[O:23])[CH:12]=2)=[N:9][CH:10]=1. (2) Given the reactants CC(C)([O-])C.[K+].[CH2:7]([O:10][C:11]([N:13]([CH2:29][C:30]([O:32]C)=O)[C@@H:14]([CH2:24][O:25][CH2:26][O:27][CH3:28])[CH2:15][CH2:16][C:17]([O:19][C:20]([CH3:23])([CH3:22])[CH3:21])=[O:18])=[O:12])[CH:8]=[CH2:9].Cl.[Cl-].[Na+], predict the reaction product. The product is: [CH3:28][O:27][CH2:26][O:25][CH2:24][C@H:14]1[CH2:15][CH:16]([C:17]([O:19][C:20]([CH3:23])([CH3:22])[CH3:21])=[O:18])[C:30](=[O:32])[CH2:29][N:13]1[C:11]([O:10][CH2:7][CH:8]=[CH2:9])=[O:12]. (3) The product is: [CH3:19][S:16]([C:13]1[CH:14]=[CH:15][C:10]([C:6]2[C:5]3[N:4]([N:3]=[C:2]([NH:34][C:30]4[N:29]=[C:28]([N:25]5[CH2:26][CH2:27][N:22]([CH3:21])[CH2:23][CH2:24]5)[CH:33]=[N:32][CH:31]=4)[N:20]=3)[CH:9]=[CH:8][CH:7]=2)=[CH:11][CH:12]=1)(=[O:18])=[O:17]. Given the reactants Cl[C:2]1[N:20]=[C:5]2[C:6]([C:10]3[CH:15]=[CH:14][C:13]([S:16]([CH3:19])(=[O:18])=[O:17])=[CH:12][CH:11]=3)=[CH:7][CH:8]=[CH:9][N:4]2[N:3]=1.[CH3:21][N:22]1[CH2:27][CH2:26][N:25]([C:28]2[CH:33]=[N:32][CH:31]=[C:30]([NH2:34])[N:29]=2)[CH2:24][CH2:23]1, predict the reaction product.